This data is from Reaction yield outcomes from USPTO patents with 853,638 reactions. The task is: Predict the reaction yield, written as a fraction of the theoretical maximum amount of product (1.0 means a 100% yield; for example, 0.34 means a 34% yield). The reactants are C([O:3][C:4]([C:6]1[CH:7]=[N:8][C:9]2[C:14]([CH:15]=1)=[C:13]([N:16]1[CH2:21][CH2:20][O:19][CH2:18][CH2:17]1)[CH:12]=[N:11][CH:10]=2)=[O:5])C.O1CCOCC1.[OH-].[Li+]. The catalyst is O. The product is [O:19]1[CH2:20][CH2:21][N:16]([C:13]2[CH:12]=[N:11][CH:10]=[C:9]3[C:14]=2[CH:15]=[C:6]([C:4]([OH:5])=[O:3])[CH:7]=[N:8]3)[CH2:17][CH2:18]1. The yield is 0.930.